This data is from Catalyst prediction with 721,799 reactions and 888 catalyst types from USPTO. The task is: Predict which catalyst facilitates the given reaction. (1) Reactant: [CH3:1][C:2]1[N:7]=[C:6]([NH2:8])[CH:5]=[CH:4][N:3]=1.[Cl:9][C:10]1[C:11]([CH3:20])=[C:12]([S:16](Cl)(=[O:18])=[O:17])[CH:13]=[CH:14][CH:15]=1. Product: [Cl:9][C:10]1[C:11]([CH3:20])=[C:12]([S:16]([NH:8][C:6]2[CH:5]=[CH:4][N:3]=[C:2]([CH3:1])[N:7]=2)(=[O:18])=[O:17])[CH:13]=[CH:14][CH:15]=1. The catalyst class is: 17. (2) Reactant: Br[C:2]1[CH:3]=[C:4]([N:10]2[CH2:15][CH2:14][O:13][CH2:12][CH2:11]2)[C:5](=[O:9])[N:6]([CH3:8])[CH:7]=1.[CH3:16][C:17]1[CH:26]=[CH:25][C:20]([C:21]([O:23][CH3:24])=[O:22])=[CH:19][C:18]=1B1OC(C)(C)C(C)(C)O1.C(Cl)Cl.C(=O)([O-])[O-].[Na+].[Na+]. Product: [CH3:16][C:17]1[CH:26]=[CH:25][C:20]([C:21]([O:23][CH3:24])=[O:22])=[CH:19][C:18]=1[C:2]1[CH:3]=[C:4]([N:10]2[CH2:15][CH2:14][O:13][CH2:12][CH2:11]2)[C:5](=[O:9])[N:6]([CH3:8])[CH:7]=1. The catalyst class is: 438. (3) Reactant: [CH3:1][O:2][C:3]1[CH:8]=[C:7]([O:9][CH3:10])[CH:6]=[CH:5][C:4]=1/[CH:11]=[CH:12]/[CH2:13][CH2:14][C:15]([OH:17])=[O:16]. Product: [CH3:1][O:2][C:3]1[CH:8]=[C:7]([O:9][CH3:10])[CH:6]=[CH:5][C:4]=1[CH2:11][CH2:12][CH2:13][CH2:14][C:15]([OH:17])=[O:16]. The catalyst class is: 15.